From a dataset of NCI-60 drug combinations with 297,098 pairs across 59 cell lines. Regression. Given two drug SMILES strings and cell line genomic features, predict the synergy score measuring deviation from expected non-interaction effect. (1) Drug 1: CCC1=C2CN3C(=CC4=C(C3=O)COC(=O)C4(CC)O)C2=NC5=C1C=C(C=C5)O. Drug 2: C(CN)CNCCSP(=O)(O)O. Cell line: SN12C. Synergy scores: CSS=24.6, Synergy_ZIP=3.59, Synergy_Bliss=6.98, Synergy_Loewe=-26.8, Synergy_HSA=7.51. (2) Drug 1: CC=C1C(=O)NC(C(=O)OC2CC(=O)NC(C(=O)NC(CSSCCC=C2)C(=O)N1)C(C)C)C(C)C. Drug 2: CC1=C(N=C(N=C1N)C(CC(=O)N)NCC(C(=O)N)N)C(=O)NC(C(C2=CN=CN2)OC3C(C(C(C(O3)CO)O)O)OC4C(C(C(C(O4)CO)O)OC(=O)N)O)C(=O)NC(C)C(C(C)C(=O)NC(C(C)O)C(=O)NCCC5=NC(=CS5)C6=NC(=CS6)C(=O)NCCC[S+](C)C)O. Cell line: SK-MEL-5. Synergy scores: CSS=63.2, Synergy_ZIP=4.23, Synergy_Bliss=7.97, Synergy_Loewe=-14.4, Synergy_HSA=8.92. (3) Drug 1: C1=C(C(=O)NC(=O)N1)N(CCCl)CCCl. Drug 2: C1C(C(OC1N2C=NC3=C2NC=NCC3O)CO)O. Cell line: HOP-62. Synergy scores: CSS=47.5, Synergy_ZIP=2.65, Synergy_Bliss=-0.982, Synergy_Loewe=-9.43, Synergy_HSA=-1.39. (4) Drug 1: CCC1=CC2CC(C3=C(CN(C2)C1)C4=CC=CC=C4N3)(C5=C(C=C6C(=C5)C78CCN9C7C(C=CC9)(C(C(C8N6C)(C(=O)OC)O)OC(=O)C)CC)OC)C(=O)OC.C(C(C(=O)O)O)(C(=O)O)O. Drug 2: COC1=C2C(=CC3=C1OC=C3)C=CC(=O)O2. Cell line: M14. Synergy scores: CSS=7.47, Synergy_ZIP=6.85, Synergy_Bliss=1.44, Synergy_Loewe=-39.8, Synergy_HSA=-1.24. (5) Drug 1: CC1=CC=C(C=C1)C2=CC(=NN2C3=CC=C(C=C3)S(=O)(=O)N)C(F)(F)F. Drug 2: CC1=C2C(C(=O)C3(C(CC4C(C3C(C(C2(C)C)(CC1OC(=O)C(C(C5=CC=CC=C5)NC(=O)OC(C)(C)C)O)O)OC(=O)C6=CC=CC=C6)(CO4)OC(=O)C)O)C)O. Cell line: SF-268. Synergy scores: CSS=14.0, Synergy_ZIP=0.275, Synergy_Bliss=6.66, Synergy_Loewe=2.66, Synergy_HSA=2.83. (6) Drug 1: C1=NC2=C(N1)C(=S)N=C(N2)N. Drug 2: CC1CCC2CC(C(=CC=CC=CC(CC(C(=O)C(C(C(=CC(C(=O)CC(OC(=O)C3CCCCN3C(=O)C(=O)C1(O2)O)C(C)CC4CCC(C(C4)OC)O)C)C)O)OC)C)C)C)OC. Cell line: A498. Synergy scores: CSS=27.3, Synergy_ZIP=-7.64, Synergy_Bliss=-5.29, Synergy_Loewe=-4.10, Synergy_HSA=-1.56. (7) Drug 1: C1CCC(CC1)NC(=O)N(CCCl)N=O. Drug 2: C1C(C(OC1N2C=C(C(=O)NC2=O)F)CO)O. Cell line: HCT116. Synergy scores: CSS=52.0, Synergy_ZIP=0.260, Synergy_Bliss=-0.744, Synergy_Loewe=1.72, Synergy_HSA=5.70. (8) Drug 1: CNC(=O)C1=CC=CC=C1SC2=CC3=C(C=C2)C(=NN3)C=CC4=CC=CC=N4. Drug 2: C1CN1P(=S)(N2CC2)N3CC3. Cell line: SK-OV-3. Synergy scores: CSS=-1.68, Synergy_ZIP=-1.27, Synergy_Bliss=-2.81, Synergy_Loewe=-4.65, Synergy_HSA=-4.51.